Dataset: Reaction yield outcomes from USPTO patents with 853,638 reactions. Task: Predict the reaction yield, written as a fraction of the theoretical maximum amount of product (1.0 means a 100% yield; for example, 0.34 means a 34% yield). (1) The reactants are [OH:1][C:2]1[CH:19]=[C:18]2[C:5]([C@@:6]3([CH3:25])[C@H:15]([CH2:16][S:17]2(=[O:21])=[O:20])[C@:14]2([CH3:22])[C@H:9]([C:10]([CH3:24])([CH3:23])[CH2:11][CH2:12][CH2:13]2)[CH2:8][CH2:7]3)=[C:4]([C:26]([N:28]2[CH2:33][CH2:32][N:31](C(OC(C)(C)C)=O)[CH2:30][CH2:29]2)=[O:27])[CH:3]=1.FC(F)(F)C(O)=O. The catalyst is C(Cl)Cl. The product is [OH:1][C:2]1[CH:19]=[C:18]2[C:5]([C@@:6]3([CH3:25])[C@H:15]([CH2:16][S:17]2(=[O:21])=[O:20])[C@:14]2([CH3:22])[C@H:9]([C:10]([CH3:23])([CH3:24])[CH2:11][CH2:12][CH2:13]2)[CH2:8][CH2:7]3)=[C:4]([C:26]([N:28]2[CH2:29][CH2:30][NH:31][CH2:32][CH2:33]2)=[O:27])[CH:3]=1. The yield is 0.550. (2) The yield is 0.790. The catalyst is CO.O1CCCC1.O. The reactants are [F:1][C:2]([F:16])([C:6]1[CH:11]=[CH:10][C:9]([O:12][CH:13]([CH3:15])[CH3:14])=[CH:8][N:7]=1)[C:3]([O-:5])=[O:4].O.[OH-].[Li+]. The product is [F:16][C:2]([F:1])([C:6]1[CH:11]=[CH:10][C:9]([O:12][CH:13]([CH3:14])[CH3:15])=[CH:8][N:7]=1)[C:3]([OH:5])=[O:4]. (3) The product is [OH:5][CH:3]([CH3:4])[CH2:2][NH:1][C:11](=[O:12])[O:10][C:7]([CH3:9])([CH3:8])[CH3:6]. The yield is 0.874. The catalyst is C1COCC1.O.C1COCC1. The reactants are [NH2:1][CH2:2][CH:3]([OH:5])[CH3:4].[CH3:6][C:7]([O:10][C:11](O[C:11]([O:10][C:7]([CH3:9])([CH3:8])[CH3:6])=[O:12])=[O:12])([CH3:9])[CH3:8]. (4) The reactants are FC(F)(F)C1C=C(NC(=O)NC2C=CC(C3SC(CCC(OC)=O)=NC=3)=CC=2)C=CC=1.[NH2:32][C:33]1[CH:38]=[CH:37][C:36]([C:39]2[S:43][C:42]([C:44]([NH:47][S:48]([C:51]([F:54])([F:53])[F:52])(=[O:50])=[O:49])([CH3:46])[CH3:45])=[N:41][CH:40]=2)=[CH:35][CH:34]=1.[F:55][C:56]1[CH:61]=[CH:60][CH:59]=[CH:58][C:57]=1[N:62]=[C:63]=[O:64]. No catalyst specified. The product is [F:54][C:51]([F:52])([F:53])[S:48]([NH:47][C:44]([C:42]1[S:43][C:39]([C:36]2[CH:35]=[CH:34][C:33]([NH:32][C:63]([NH:62][C:57]3[CH:58]=[CH:59][CH:60]=[CH:61][C:56]=3[F:55])=[O:64])=[CH:38][CH:37]=2)=[CH:40][N:41]=1)([CH3:45])[CH3:46])(=[O:50])=[O:49]. The yield is 0.750. (5) The reactants are [Cl:1][C:2]1[C:10]([CH3:11])=[N:9][C:8]2[N:4]([N:5]=[C:6]3[CH2:14][N:13]([C:15]([C:17]4[CH:22]=[CH:21][CH:20]=[CH:19][C:18]=4[O:23][CH2:24][CH2:25][NH:26][CH3:27])=[O:16])[CH2:12][C:7]3=2)[C:3]=1[CH3:28].Br[CH2:30][CH2:31][F:32].C([O-])(O)=O.[Na+]. The catalyst is CN(C=O)C. The product is [Cl:1][C:2]1[C:10]([CH3:11])=[N:9][C:8]2[N:4]([N:5]=[C:6]3[CH2:14][N:13]([C:15]([C:17]4[CH:22]=[CH:21][CH:20]=[CH:19][C:18]=4[O:23][CH2:24][CH2:25][N:26]([CH2:30][CH2:31][F:32])[CH3:27])=[O:16])[CH2:12][C:7]3=2)[C:3]=1[CH3:28]. The yield is 0.490. (6) The reactants are Br[C:2]1[CH:3]=[CH:4][C:5]([F:16])=[C:6]([C:8]2[C:9]([C:14]#[N:15])=[CH:10][CH:11]=[CH:12][CH:13]=2)[CH:7]=1.C([O-])(=O)C.[K+].[B:22]1([B:22]2[O:26][C:25]([CH3:28])([CH3:27])[C:24]([CH3:30])([CH3:29])[O:23]2)[O:26][C:25]([CH3:28])([CH3:27])[C:24]([CH3:30])([CH3:29])[O:23]1. The catalyst is O1CCOCC1.CS(C)=O.C1C=CC([PH+]([C]2[CH][CH][CH][CH]2)C2C=CC=CC=2)=CC=1.C1C=CC([PH+]([C]2[CH][CH][CH][CH]2)C2C=CC=CC=2)=CC=1.C(Cl)Cl.Cl[Pd]Cl.[Fe]. The product is [F:16][C:5]1[CH:4]=[CH:3][C:2]([B:22]2[O:26][C:25]([CH3:28])([CH3:27])[C:24]([CH3:30])([CH3:29])[O:23]2)=[CH:7][C:6]=1[C:8]1[C:9]([C:14]#[N:15])=[CH:10][CH:11]=[CH:12][CH:13]=1. The yield is 1.00. (7) The reactants are [CH2:1]([O:3][C:4]([C:6]1[C:15](=[O:16])[C:14]2[C:9](=[C:10](Br)[CH:11]=[CH:12][C:13]=2[O:17][CH3:18])[NH:8][CH:7]=1)=[O:5])[CH3:2].C([O-])(=O)C.[Na+]. The catalyst is C(O)(=O)C.[Pd]. The product is [CH2:1]([O:3][C:4]([C:6]1[C:15](=[O:16])[C:14]2[C:9](=[CH:10][CH:11]=[CH:12][C:13]=2[O:17][CH3:18])[NH:8][CH:7]=1)=[O:5])[CH3:2]. The yield is 0.570.